Dataset: Catalyst prediction with 721,799 reactions and 888 catalyst types from USPTO. Task: Predict which catalyst facilitates the given reaction. Reactant: O.[OH-].[Li+].Cl.[CH3:5][O:6][C:7](=[O:11])[CH2:8][CH2:9][NH2:10].Br[CH2:13][C:14]1[CH:19]=[C:18]([Cl:20])[CH:17]=[CH:16][C:15]=1[N+:21]([O-:23])=[O:22]. Product: [CH3:5][O:6][C:7](=[O:11])[CH2:8][CH2:9][NH:10][CH2:13][C:14]1[CH:19]=[C:18]([Cl:20])[CH:17]=[CH:16][C:15]=1[N+:21]([O-:23])=[O:22]. The catalyst class is: 9.